Dataset: Reaction yield outcomes from USPTO patents with 853,638 reactions. Task: Predict the reaction yield, written as a fraction of the theoretical maximum amount of product (1.0 means a 100% yield; for example, 0.34 means a 34% yield). (1) The reactants are [C:1]([O:5][C:6]([NH:8][C@@H:9]([CH2:13][CH3:14])[C:10]([OH:12])=O)=[O:7])([CH3:4])([CH3:3])[CH3:2].CN(C(ON1N=NC2[CH:26]=[CH:27][CH:28]=[N:29][C:24]1=2)=[N+](C)C)C.F[P-](F)(F)(F)(F)F.N1CCCC1.CCN(CC)CC. The catalyst is C(Cl)Cl. The product is [O:12]=[C:10]([N:29]1[CH2:28][CH2:27][CH2:26][CH2:24]1)[C@@H:9]([NH:8][C:6](=[O:7])[O:5][C:1]([CH3:2])([CH3:3])[CH3:4])[CH2:13][CH3:14]. The yield is 0.990. (2) The reactants are [F:1][C:2]1[CH:7]=[CH:6][CH:5]=[CH:4][C:3]=1[C:8]1[C:13]([C:14]([O:16]CC)=O)=[CH:12][N:11]=[C:10]([S:19][CH3:20])[N:9]=1.[OH-].[Na+].C(Cl)(=O)C(Cl)=O.[CH3:29][O:30][C:31]1[CH:32]=[C:33]([CH:39]=[CH:40][CH:41]=1)[CH2:34][NH:35][CH:36]([CH3:38])[CH3:37].C(N(C(C)C)CC)(C)C. The catalyst is C(O)C.O.C(Cl)Cl.CN(C=O)C. The product is [CH3:29][O:30][C:31]1[CH:32]=[C:33]([CH:39]=[CH:40][CH:41]=1)[CH2:34][N:35]([CH:36]([CH3:38])[CH3:37])[C:14]([C:13]1[C:8]([C:3]2[CH:4]=[CH:5][CH:6]=[CH:7][C:2]=2[F:1])=[N:9][C:10]([S:19][CH3:20])=[N:11][CH:12]=1)=[O:16]. The yield is 0.130. (3) The reactants are [N+:1]([C:4]1[CH:9]=[CH:8][C:7]([N:10]2[CH2:15][CH:14]3[CH2:16][CH:11]2[C:12](=O)[CH2:13]3)=[CH:6][CH:5]=1)([O-:3])=[O:2].[O-]S([O-])(=O)=O.[Na+].[Na+].[C@@H:25]1([NH2:32])[CH2:30][CH2:29][CH2:28][CH2:27][C@H:26]1[NH2:31].C(O)(=O)C.C(O[BH-](OC(=O)C)OC(=O)C)(=O)C.[Na+]. The catalyst is C(Cl)Cl. The product is [N+:1]([C:4]1[CH:9]=[CH:8][C:7]([N:10]2[CH2:15][CH:14]3[CH2:16][CH:11]2[C@@H:12]([NH:31][C@@H:26]2[CH2:27][CH2:28][CH2:29][CH2:30][C@H:25]2[NH2:32])[CH2:13]3)=[CH:6][CH:5]=1)([O-:3])=[O:2]. The yield is 0.460. (4) The reactants are [CH3:1][N:2]1[CH2:7][CH2:6][C:5]([CH2:24][C:25]([O:27][CH2:28][CH3:29])=[O:26])([NH:8][C:9]([C:11]2[O:12][C:13]([C:16]#[C:17][C:18]3[CH:23]=[CH:22][CH:21]=[CH:20][CH:19]=3)=[CH:14][CH:15]=2)=[O:10])[CH2:4][CH2:3]1.[CH3:30][I:31]. No catalyst specified. The product is [I-:31].[CH2:28]([O:27][C:25](=[O:26])[CH2:24][C:5]1([NH:8][C:9]([C:11]2[O:12][C:13]([C:16]#[C:17][C:18]3[CH:23]=[CH:22][CH:21]=[CH:20][CH:19]=3)=[CH:14][CH:15]=2)=[O:10])[CH2:4][CH2:3][N+:2]([CH3:30])([CH3:1])[CH2:7][CH2:6]1)[CH3:29]. The yield is 0.970.